Dataset: Forward reaction prediction with 1.9M reactions from USPTO patents (1976-2016). Task: Predict the product of the given reaction. (1) Given the reactants C([O:4][C@@H:5]1[C@H:9]([O:10]C(=O)C)[C@@H:8]([C:14]#[CH:15])[O:7][C@H:6]1[N:16]1[CH:24]=[N:23][C:22]2[C:17]1=[N:18][CH:19]=[N:20][C:21]=2Cl)(=O)C.[CH3:26][C@H:27]1[C@@H:31]([NH2:32])[CH2:30][CH2:29][O:28]1, predict the reaction product. The product is: [C:14]([C@H:8]1[O:7][C@@H:6]([N:16]2[CH:24]=[N:23][C:22]3[C:17]2=[N:18][CH:19]=[N:20][C:21]=3[NH:32][C@H:31]2[CH2:30][CH2:29][O:28][C@H:27]2[CH3:26])[C@H:5]([OH:4])[C@@H:9]1[OH:10])#[CH:15]. (2) Given the reactants [NH2:1][C:2]1[C:3]2[C:10]([C:11]3[CH:16]=[CH:15][C:14]([O:17][C:18]4[CH:23]=[CH:22][CH:21]=[CH:20][CH:19]=4)=[CH:13][CH:12]=3)=[C:9]([C:24]([CH3:26])=[CH2:25])[N:8]([C@@H:27]3[CH2:31][CH2:30][N:29]([C:32]([O:34][C:35]([CH3:38])([CH3:37])[CH3:36])=[O:33])[CH2:28]3)[C:4]=2[N:5]=[CH:6][N:7]=1, predict the reaction product. The product is: [NH2:1][C:2]1[C:3]2[C:10]([C:11]3[CH:16]=[CH:15][C:14]([O:17][C:18]4[CH:19]=[CH:20][CH:21]=[CH:22][CH:23]=4)=[CH:13][CH:12]=3)=[C:9]([CH:24]([CH3:26])[CH3:25])[N:8]([C@@H:27]3[CH2:31][CH2:30][N:29]([C:32]([O:34][C:35]([CH3:37])([CH3:36])[CH3:38])=[O:33])[CH2:28]3)[C:4]=2[N:5]=[CH:6][N:7]=1. (3) The product is: [C:1]([CH2:3][CH2:4][C@@H:5]1[CH2:9][C@H:8]([C:10]([NH:16][NH:15][C:17]2[N:18]=[C:19]3[CH:25]=[CH:24][N:23]([S:26]([C:29]4[CH:35]=[CH:34][C:32]([CH3:33])=[CH:31][CH:30]=4)(=[O:28])=[O:27])[C:20]3=[N:21][CH:22]=2)=[O:12])[C@H:7]([CH2:13][CH3:14])[CH2:6]1)#[N:2]. Given the reactants [C:1]([CH2:3][CH2:4][C@@H:5]1[CH2:9][C@H:8]([C:10]([OH:12])=O)[C@H:7]([CH2:13][CH3:14])[CH2:6]1)#[N:2].[NH:15]([C:17]1[N:18]=[C:19]2[CH:25]=[CH:24][N:23]([S:26]([C:29]3[CH:35]=[CH:34][C:32]([CH3:33])=[CH:31][CH:30]=3)(=[O:28])=[O:27])[C:20]2=[N:21][CH:22]=1)[NH2:16].CN(C(ON1N=NC2C=CC=NC1=2)=[N+](C)C)C.F[P-](F)(F)(F)(F)F, predict the reaction product. (4) Given the reactants C([O:8][N:9]1[C:15](=[O:16])[N:14]2[CH2:17][C@@H:10]1[CH2:11][CH2:12][C@@H:13]2[C:18]([NH:20][NH:21][C:22](=[O:28])[CH2:23][C:24]([F:27])([F:26])[F:25])=[O:19])C1C=CC=CC=1.[H][H], predict the reaction product. The product is: [OH:8][N:9]1[C:15](=[O:16])[N:14]2[CH2:17][C@@H:10]1[CH2:11][CH2:12][C@@H:13]2[C:18]([NH:20][NH:21][C:22](=[O:28])[CH2:23][C:24]([F:27])([F:25])[F:26])=[O:19].